From a dataset of Catalyst prediction with 721,799 reactions and 888 catalyst types from USPTO. Predict which catalyst facilitates the given reaction. (1) Reactant: Cl[CH2:2][C:3]([O:5][CH3:6])=[O:4]. Product: [C:3]([O:5][CH3:6])(=[O:4])[CH2:2][C:3]([O:5][CH3:6])=[O:4]. The catalyst class is: 11. (2) Reactant: Cl.[C:2]1([N:12]2[CH:17](C)[CH2:16][CH2:15][C:14]3([CH2:23][CH2:22][NH:21][CH2:20][CH2:19]3)[C:13]2=[O:24])[C:11]2[C:6](=[CH:7][CH:8]=[CH:9][CH:10]=2)[CH:5]=[CH:4][CH:3]=1.Cl[C:26]1[CH:35]=[N:34][C:33]2[C:28](=[CH:29][CH:30]=[CH:31][CH:32]=2)[N:27]=1.[CH2:36](N(CC)CC)C. Product: [C:11]1([CH2:2][N:12]2[CH2:17][CH2:16][CH2:15][C:14]3([CH2:19][CH2:20][N:21]([C:26]4[CH:35]=[N:34][C:33]5[C:28](=[CH:29][CH:30]=[CH:31][CH:32]=5)[N:27]=4)[CH2:22][CH2:23]3)[C:13]2=[O:24])[C:6]2[C:7](=[CH:8][CH:3]=[CH:4][CH:5]=2)[CH:36]=[CH:9][CH:10]=1. The catalyst class is: 14. (3) Reactant: [NH:1]1[CH2:5][CH2:4][CH:3]([O:6][C:7]2[C:8]([C:13]3[CH:18]=[CH:17][N:16]=[CH:15][CH:14]=3)=[N:9][CH:10]=[CH:11][CH:12]=2)[CH2:2]1.C(N(CC)CC)C.CN(C=O)C.[N:31]1([S:37](Cl)(=[O:39])=[O:38])[CH2:36][CH2:35][O:34][CH2:33][CH2:32]1. Product: [N:31]1([S:37]([N:1]2[CH2:5][CH2:4][CH:3]([O:6][C:7]3[C:8]([C:13]4[CH:18]=[CH:17][N:16]=[CH:15][CH:14]=4)=[N:9][CH:10]=[CH:11][CH:12]=3)[CH2:2]2)(=[O:39])=[O:38])[CH2:36][CH2:35][O:34][CH2:33][CH2:32]1. The catalyst class is: 170. (4) Reactant: [C:1]([O:5][C:6]([NH:8][CH:9]([CH3:13])[C:10]([OH:12])=O)=[O:7])([CH3:4])([CH3:3])[CH3:2].Cl.[CH3:15][NH:16][O:17][CH3:18].Cl.CN(C)CCCN=C=NCC.C1C=CC2N(O)N=NC=2C=1.C([O-])(O)=O.[Na+]. Product: [C:1]([O:5][C:6](=[O:7])[NH:8][CH:9]([C:10](=[O:12])[N:16]([O:17][CH3:18])[CH3:15])[CH3:13])([CH3:2])([CH3:3])[CH3:4]. The catalyst class is: 9. (5) Reactant: [Li+].CC([N-]C(C)C)C.[CH2:9]([C:11]1[CH:16]=[N:15][CH:14]=[CH:13][N:12]=1)[CH3:10].[CH3:17][N:18]([CH3:31])[CH2:19][CH2:20][CH:21]1[CH2:29][C:28]2[C:23](=[CH:24][CH:25]=[CH:26][CH:27]=2)[C:22]1=O. The catalyst class is: 28. Product: [CH3:17][N:18]([CH3:31])[CH2:19][CH2:20][C:21]1[CH2:29][C:28]2[C:23]([C:22]=1[CH:9]([C:11]1[CH:16]=[N:15][CH:14]=[CH:13][N:12]=1)[CH3:10])=[CH:24][CH:25]=[CH:26][CH:27]=2.